This data is from Reaction yield outcomes from USPTO patents with 853,638 reactions. The task is: Predict the reaction yield, written as a fraction of the theoretical maximum amount of product (1.0 means a 100% yield; for example, 0.34 means a 34% yield). The reactants are Br[C:2]1[CH:7]=[CH:6][C:5]([CH:8]([N:15]([CH3:29])[C:16](=[O:28])[CH2:17][N:18]([C:20]2[CH:25]=[CH:24][C:23]([Cl:26])=[C:22]([Cl:27])[CH:21]=2)[CH3:19])[CH2:9][N:10]2[CH2:14][CH2:13][CH2:12][CH2:11]2)=[CH:4][CH:3]=1.[NH2:30][C:31]([C:33]1[CH:38]=[CH:37][CH:36]=[CH:35][C:34]=1B(O)O)=[O:32].C([O-])([O-])=O.[Na+].[Na+].C(OCC)(=O)C. The catalyst is CN(C=O)C.O.[Cl-].[Na+].O.C1C=CC(P(C2C=CC=CC=2)[C-]2C=CC=C2)=CC=1.C1C=CC(P(C2C=CC=CC=2)[C-]2C=CC=C2)=CC=1.Cl[Pd]Cl.[Fe+2]. The product is [Cl:27][C:22]1[CH:21]=[C:20]([N:18]([CH3:19])[CH2:17][C:16]([N:15]([CH3:29])[CH:8]([C:5]2[CH:6]=[CH:7][C:2]([C:34]3[C:33]([C:31]([NH2:30])=[O:32])=[CH:38][CH:37]=[CH:36][CH:35]=3)=[CH:3][CH:4]=2)[CH2:9][N:10]2[CH2:14][CH2:13][CH2:12][CH2:11]2)=[O:28])[CH:25]=[CH:24][C:23]=1[Cl:26]. The yield is 0.470.